The task is: Predict the reaction yield, written as a fraction of the theoretical maximum amount of product (1.0 means a 100% yield; for example, 0.34 means a 34% yield).. This data is from Reaction yield outcomes from USPTO patents with 853,638 reactions. (1) The yield is 0.950. The reactants are C(=O)([O-])OC[C:4]1[CH:9]=[C:8]([N+:10]([O-:12])=[O:11])[C:7]([Br:13])=[CH:6][C:5]=1[CH:14]1[CH2:19][CH2:18][CH2:17][CH2:16][CH2:15]1.[OH-:22].[K+].Cl. The product is [Br:13][C:7]1[C:8]([N+:10]([O-:12])=[O:11])=[CH:9][C:4]([OH:22])=[C:5]([CH:14]2[CH2:19][CH2:18][CH2:17][CH2:16][CH2:15]2)[CH:6]=1. The catalyst is CO. (2) The reactants are [OH:1][CH:2]1[CH2:7][CH2:6][CH:5]([C@H:8]([NH:10][C:11]2[N:16]=[C:15]([C:17]3[C:25]4[C:20](=[N:21][CH:22]=[C:23]([C:26]([F:29])([F:28])[F:27])[CH:24]=4)[N:19]([S:30]([C:33]4[CH:39]=[CH:38][C:36]([CH3:37])=[CH:35][CH:34]=4)(=[O:32])=[O:31])[CH:18]=3)[C:14]([C:40]#[N:41])=[CH:13][N:12]=2)[CH3:9])[CH2:4][CH2:3]1.CC(OI1(OC(C)=O)(OC(C)=O)OC(=O)C2C=CC=CC1=2)=O. The catalyst is ClCCl. The product is [O:1]=[C:2]1[CH2:3][CH2:4][CH:5]([C@H:8]([NH:10][C:11]2[N:16]=[C:15]([C:17]3[C:25]4[C:20](=[N:21][CH:22]=[C:23]([C:26]([F:29])([F:27])[F:28])[CH:24]=4)[N:19]([S:30]([C:33]4[CH:34]=[CH:35][C:36]([CH3:37])=[CH:38][CH:39]=4)(=[O:31])=[O:32])[CH:18]=3)[C:14]([C:40]#[N:41])=[CH:13][N:12]=2)[CH3:9])[CH2:6][CH2:7]1. The yield is 0.930. (3) The yield is 0.910. The reactants are [C:1]([OH:11])(=O)[CH:2]=[CH:3][C:4]1[CH:9]=[CH:8][CH:7]=[CH:6][CH:5]=1.[OH-].[Na+].[NH2:14][CH2:15][C:16]1[CH:24]=[CH:23][C:19]([C:20]([OH:22])=[O:21])=[CH:18][CH:17]=1. The product is [C:1]([NH:14][CH2:15][C:16]1[CH:17]=[CH:18][C:19]([C:20]([OH:22])=[O:21])=[CH:23][CH:24]=1)(=[O:11])[CH:2]=[CH:3][C:4]1[CH:5]=[CH:6][CH:7]=[CH:8][CH:9]=1. No catalyst specified. (4) The reactants are [CH2:1]([N:3]([CH2:20][CH3:21])[C:4]([C:6]1[CH:19]=[CH:18][C:9]([CH2:10][C:11]2[CH:16]=[CH:15][CH:14]=[CH:13][C:12]=2[OH:17])=[CH:8][CH:7]=1)=[O:5])[CH3:2].[OH-].[Na+].[CH2:24]1[O:26][CH:25]1[CH2:27][OH:28]. The catalyst is O1CCOCC1.O. The product is [CH2:20]([N:3]([CH2:1][CH3:2])[C:4]([C:6]1[CH:19]=[CH:18][C:9]([CH2:10][C:11]2[CH:16]=[CH:15][CH:14]=[CH:13][C:12]=2[O:17][CH2:24][CH:25]([OH:26])[CH2:27][OH:28])=[CH:8][CH:7]=1)=[O:5])[CH3:21]. The yield is 0.590. (5) The reactants are [Br:1][C:2]1[CH:7]=[CH:6][C:5]([NH:8][C:9](=[O:20])[NH:10][C:11]2[CH:19]=[CH:18][C:14](C(O)=O)=[CH:13][CH:12]=2)=[C:4]([F:21])[CH:3]=1.[CH3:22][N:23]([CH:25]=[O:26])[CH3:24].C1C=CC2N(O)N=NC=2C=1.CCN=C=NCCCN(C)C.Cl. The catalyst is O. The product is [Br:1][C:2]1[CH:7]=[CH:6][C:5]([NH:8][C:9](=[O:20])[NH:10][C:11]2[CH:12]=[C:13]([CH:14]=[CH:18][CH:19]=2)[C:25]([N:23]([CH3:24])[CH3:22])=[O:26])=[C:4]([F:21])[CH:3]=1. The yield is 0.650. (6) The reactants are [H-].[Al+3].[Li+].[H-].[H-].[H-].[N:7]1([C:14](=O)[CH3:15])[CH2:13][CH2:12][CH2:11][NH:10][CH2:9][CH2:8]1.Cl. The catalyst is C1COCC1. The product is [CH2:14]([N:7]1[CH2:13][CH2:12][CH2:11][NH:10][CH2:9][CH2:8]1)[CH3:15]. The yield is 0.400. (7) The reactants are [CH3:1][C:2]1[C:3]([C:7]([O:9][CH3:10])=[O:8])=[CH:4][S:5][CH:6]=1.[N+](C)([O-])=O.[CH3:15][C:16](OC(C)=O)=[O:17]. The catalyst is O. The product is [C:16]([C:6]1[S:5][CH:4]=[C:3]([C:7]([O:9][CH3:10])=[O:8])[C:2]=1[CH3:1])(=[O:17])[CH3:15]. The yield is 0.820. (8) The reactants are [CH3:1][O:2][C:3]1[N:8]=[C:7]([N:9]2[CH:13]=[C:12]([CH3:14])[N:11]=[CH:10]2)[C:6]([NH2:15])=[CH:5][CH:4]=1.N[C:17](N)=[O:18].C(O)(=O)C. The catalyst is O. The product is [CH3:1][O:2][C:3]1[CH:4]=[CH:5][C:6]2[NH:15][C:17](=[O:18])[C:13]3[N:9]([CH:10]=[N:11][C:12]=3[CH3:14])[C:7]=2[N:8]=1. The yield is 0.330. (9) The reactants are [OH:1][C@@H:2]1[CH2:6][CH2:5][CH2:4][C@H:3]1[NH:7][C:8]1[N:16]=[CH:15][N:14]=[C:13]2[C:9]=1[N:10]=[CH:11][N:12]2[CH:17]1[C@H:21]([OH:22])[C@H:20]([OH:23])[C@@H:19]([CH2:24]Cl)[O:18]1.C(N(CC)CC)C.[H-].[Ca+2].[H-].[F:36][C:37]1[CH:42]=[CH:41][CH:40]=[CH:39][C:38]=1[SH:43]. The catalyst is CN(C)C=O. The product is [OH:1][C@@H:2]1[CH2:6][CH2:5][CH2:4][C@H:3]1[NH:7][C:8]1[N:16]=[CH:15][N:14]=[C:13]2[C:9]=1[N:10]=[CH:11][N:12]2[CH:17]1[C@H:21]([OH:22])[C@H:20]([OH:23])[C@@H:19]([CH2:24][S:43][C:38]2[CH:39]=[CH:40][CH:41]=[CH:42][C:37]=2[F:36])[O:18]1. The yield is 0.630. (10) The reactants are [NH2:1][CH2:2][CH:3]([N:12]([CH3:22])[C:13]([O:15][CH2:16][CH2:17][Si:18]([CH3:21])([CH3:20])[CH3:19])=[O:14])[CH2:4][C:5]1([OH:11])[CH2:10][CH2:9][CH2:8][CH2:7][CH2:6]1.C[Si](Cl)(C)C.Cl[C:29](OC1C=CC([N+]([O-])=O)=CC=1)=[O:30].Cl.[Cl:42][C:43]1[CH:44]=[C:45]([C@:49]([C@@H:57]2[CH2:62][CH2:61][CH2:60][NH:59][CH2:58]2)([OH:56])[CH2:50][CH2:51][CH2:52][CH2:53][O:54][CH3:55])[CH:46]=[CH:47][CH:48]=1. The catalyst is C(Cl)Cl.CCN(CC)CC. The product is [Cl:42][C:43]1[CH:44]=[C:45]([C@:49]([C@@H:57]2[CH2:62][CH2:61][CH2:60][N:59]([C:29]([NH:1][CH2:2][CH:3]([N:12]([CH3:22])[C:13]([O:15][CH2:16][CH2:17][Si:18]([CH3:20])([CH3:19])[CH3:21])=[O:14])[CH2:4][C:5]3([OH:11])[CH2:10][CH2:9][CH2:8][CH2:7][CH2:6]3)=[O:30])[CH2:58]2)([OH:56])[CH2:50][CH2:51][CH2:52][CH2:53][O:54][CH3:55])[CH:46]=[CH:47][CH:48]=1. The yield is 0.510.